Dataset: Catalyst prediction with 721,799 reactions and 888 catalyst types from USPTO. Task: Predict which catalyst facilitates the given reaction. (1) Reactant: C1(C[O:8][C:9]2[CH:14]=[CH:13][C:12]([CH2:15][CH2:16][N:17]3[CH2:22][CH2:21][N:20]([C:23]4[CH:24]=[CH:25][CH:26]=[C:27]5[C:32]=4[N:31]=[CH:30][CH:29]=[CH:28]5)[CH2:19][CH2:18]3)=[CH:11][CH:10]=2)C=CC=CC=1.B(Br)(Br)Br. Product: [N:31]1[C:32]2[C:27](=[CH:26][CH:25]=[CH:24][C:23]=2[N:20]2[CH2:19][CH2:18][N:17]([CH2:16][CH2:15][C:12]3[CH:11]=[CH:10][C:9]([OH:8])=[CH:14][CH:13]=3)[CH2:22][CH2:21]2)[CH:28]=[CH:29][CH:30]=1. The catalyst class is: 2. (2) Reactant: [CH2:1]([N:3]1[C:7]2=[N:8][C:9]([CH2:29][CH3:30])=[C:10]([CH2:19][NH:20][C:21]([C:23]3([C:26](O)=[O:27])[CH2:25][CH2:24]3)=[O:22])[C:11]([NH:12][CH:13]3[CH2:18][CH2:17][O:16][CH2:15][CH2:14]3)=[C:6]2[CH:5]=[N:4]1)[CH3:2].[NH2:31][CH2:32][C:33]1[CH:34]=[CH:35][C:36]([F:60])=[C:37]([C:39]2[CH:44]=[CH:43][CH:42]=[C:41]([CH2:45][N:46]3[CH2:51][CH2:50][N:49]([C:52]([O:54][C:55]([CH3:58])([CH3:57])[CH3:56])=[O:53])[C@@H:48]([CH3:59])[CH2:47]3)[CH:40]=2)[CH:38]=1.C1C=CC2N(O)N=NC=2C=1.C(Cl)CCl. Product: [CH2:1]([N:3]1[C:7]2=[N:8][C:9]([CH2:29][CH3:30])=[C:10]([CH2:19][NH:20][C:21]([C:23]3([C:26]([NH:31][CH2:32][C:33]4[CH:34]=[CH:35][C:36]([F:60])=[C:37]([C:39]5[CH:44]=[CH:43][CH:42]=[C:41]([CH2:45][N:46]6[CH2:51][CH2:50][N:49]([C:52]([O:54][C:55]([CH3:56])([CH3:58])[CH3:57])=[O:53])[C@@H:48]([CH3:59])[CH2:47]6)[CH:40]=5)[CH:38]=4)=[O:27])[CH2:25][CH2:24]3)=[O:22])[C:11]([NH:12][CH:13]3[CH2:18][CH2:17][O:16][CH2:15][CH2:14]3)=[C:6]2[CH:5]=[N:4]1)[CH3:2]. The catalyst class is: 2. (3) Reactant: [CH3:1][N:2]([CH3:35])[C:3]([C:5]1[CH:10]=[CH:9][C:8]([N:11]2[C:20]3[C:15](=[N:16][CH:17]=[C:18]([CH2:21][C:22]4[CH:27]=[CH:26][C:25]([F:28])=[CH:24][CH:23]=4)[CH:19]=3)[C:14]([OH:29])=[C:13]([C:30](OC)=[O:31])[C:12]2=[O:34])=[CH:7][CH:6]=1)=[O:4].[N:36]1([CH2:42][CH2:43][NH2:44])[CH2:41][CH2:40][O:39][CH2:38][CH2:37]1. Product: [CH3:1][N:2]([CH3:35])[C:3]([C:5]1[CH:10]=[CH:9][C:8]([N:11]2[C:20]3[C:15](=[N:16][CH:17]=[C:18]([CH2:21][C:22]4[CH:27]=[CH:26][C:25]([F:28])=[CH:24][CH:23]=4)[CH:19]=3)[C:14]([OH:29])=[C:13]([C:30]([NH:44][CH2:43][CH2:42][N:36]3[CH2:41][CH2:40][O:39][CH2:38][CH2:37]3)=[O:31])[C:12]2=[O:34])=[CH:7][CH:6]=1)=[O:4]. The catalyst class is: 5. (4) Reactant: [Br:1][C:2]1[CH:7]=[CH:6][C:5]([C:8]2[CH:13]=[CH:12][CH:11]=[CH:10][N:9]=2)=[CH:4][CH:3]=1.[CH2:14](I)[CH3:15].[BH4-].[Na+]. Product: [Br:1][C:2]1[CH:3]=[CH:4][C:5]([CH:8]2[CH2:13][CH:12]=[CH:11][CH2:10][N:9]2[CH2:14][CH3:15])=[CH:6][CH:7]=1. The catalyst class is: 121. (5) Reactant: CCCC[N+](CCCC)(CCCC)CCCC.[F-].[Si]([O:36][C@H:37]1[CH2:42][CH2:41][C@@:40]([C@H:44]2[CH2:52][CH2:51][C@@:50]3([CH3:53])[C@@H:46]([CH2:47][CH2:48][C@:49]3([C:55]3[O:56][CH:57]=[CH:58][CH:59]=3)[OH:54])[C@@H:45]2[CH2:60][OH:61])([CH3:43])[C@@H:39]([CH2:62][OH:63])[CH2:38]1)(C(C)(C)C)(C1C=CC=CC=1)C1C=CC=CC=1. Product: [O:56]1[CH:57]=[CH:58][CH:59]=[C:55]1[C@@:49]1([OH:54])[C@:50]2([CH3:53])[C@H:46]([C@H:45]([CH2:60][OH:61])[C@@H:44]([C@@:40]3([CH3:43])[CH2:41][CH2:42][C@H:37]([OH:36])[CH2:38][C@@H:39]3[CH2:62][OH:63])[CH2:52][CH2:51]2)[CH2:47][CH2:48]1. The catalyst class is: 1.